Predict the reaction yield, written as a fraction of the theoretical maximum amount of product (1.0 means a 100% yield; for example, 0.34 means a 34% yield). From a dataset of Reaction yield outcomes from USPTO patents with 853,638 reactions. (1) The reactants are [Cl:1][C:2]1[CH:14]=[C:13]([Cl:15])[CH:12]=[CH:11][C:3]=1[O:4][CH2:5][CH2:6][CH2:7][C:8]([OH:10])=O.C(N(CC)CC)C.C(Cl)(=O)OCC(C)C.[NH2:31][C:32]1[CH:37]=[CH:36][CH:35]=[CH:34][CH:33]=1.Cl. The catalyst is ClCCl. The product is [Cl:1][C:2]1[CH:14]=[C:13]([Cl:15])[CH:12]=[CH:11][C:3]=1[O:4][CH2:5][CH2:6][CH2:7][C:8]([NH:31][C:32]1[CH:37]=[CH:36][CH:35]=[CH:34][CH:33]=1)=[O:10]. The yield is 0.775. (2) The reactants are [Br:1][C:2]1[CH:10]=[CH:9][C:5]([C:6](O)=[O:7])=[CH:4][C:3]=1[Cl:11].S(Cl)(Cl)=O.[NH3:16].CCCCCCC. The catalyst is C1(C)C=CC=CC=1. The product is [Br:1][C:2]1[CH:10]=[CH:9][C:5]([C:6]([NH2:16])=[O:7])=[CH:4][C:3]=1[Cl:11]. The yield is 1.17. (3) The yield is 0.360. The product is [Cl:37][C:22]1[C:23]([NH:25][C@@H:26]2[CH2:31][CH2:30][CH2:29][CH2:28][C@H:27]2[NH:32][S:33]([CH3:36])(=[O:35])=[O:34])=[N:24][C:19]([NH:1][C:2]2[C:15]([O:16][CH3:17])=[CH:14][C:5]3[CH2:6][C:7](=[O:13])[N:8]([CH2:11][CH3:12])[CH2:9][CH2:10][C:4]=3[CH:3]=2)=[N:20][CH:21]=1. No catalyst specified. The reactants are [NH2:1][C:2]1[C:15]([O:16][CH3:17])=[CH:14][C:5]2[CH2:6][C:7](=[O:13])[N:8]([CH2:11][CH3:12])[CH2:9][CH2:10][C:4]=2[CH:3]=1.Cl[C:19]1[N:24]=[C:23]([NH:25][C@@H:26]2[CH2:31][CH2:30][CH2:29][CH2:28][C@H:27]2[NH:32][S:33]([CH3:36])(=[O:35])=[O:34])[C:22]([Cl:37])=[CH:21][N:20]=1. (4) The reactants are Cl[C:2]1[CH:7]=[C:6]2[CH2:8][O:9][C:10]3[CH:37]=[C:36]4[C:13]([CH2:14][CH2:15][C:16]5[N:20]=[C:19]([C@@H:21]6[CH2:25][C@H:24]([CH2:26][O:27][CH3:28])[CH2:23][N:22]6[C:29]([O:31][C:32]([CH3:35])([CH3:34])[CH3:33])=[O:30])[NH:18][C:17]=54)=[CH:12][C:11]=3[C:5]2=[CH:4][CH:3]=1.[B:38]1([B:38]2[O:42][C:41]([CH3:44])([CH3:43])[C:40]([CH3:46])([CH3:45])[O:39]2)[O:42][C:41]([CH3:44])([CH3:43])[C:40]([CH3:46])([CH3:45])[O:39]1.C([O-])(=O)C.[K+].C1(P(C2CCCCC2)C2C=CC=CC=2C2C(C(C)C)=CC(C(C)C)=CC=2C(C)C)CCCCC1. The catalyst is O1CCOCC1.C(OCC)(=O)C. The product is [CH3:28][O:27][CH2:26][C@@H:24]1[CH2:23][N:22]([C:29]([O:31][C:32]([CH3:33])([CH3:35])[CH3:34])=[O:30])[C@H:21]([C:19]2[NH:18][C:17]3[C:36]4[C:13]([CH2:14][CH2:15][C:16]=3[N:20]=2)=[CH:12][C:11]2[C:5]3[C:6]([CH2:8][O:9][C:10]=2[CH:37]=4)=[CH:7][C:2]([B:38]2[O:42][C:41]([CH3:44])([CH3:43])[C:40]([CH3:46])([CH3:45])[O:39]2)=[CH:3][CH:4]=3)[CH2:25]1. The yield is 0.700. (5) The reactants are [Cl:1][C:2]1[CH:9]=[CH:8][CH:7]=[CH:6][C:3]=1[NH:4][CH3:5].[CH3:10][C:11]1([CH3:27])[C:20]2[CH:21]=[C:22]([C:24](Cl)=[O:25])[S:23][C:19]=2[C:18]2[CH:17]=[CH:16][CH:15]=[CH:14][C:13]=2[O:12]1. The catalyst is N1C=CC=CC=1.C(Cl)Cl.CN(C1C=CN=CC=1)C. The product is [Cl:1][C:2]1[CH:9]=[CH:8][CH:7]=[CH:6][C:3]=1[N:4]([CH3:5])[C:24]([C:22]1[S:23][C:19]2[C:18]3[CH:17]=[CH:16][CH:15]=[CH:14][C:13]=3[O:12][C:11]([CH3:27])([CH3:10])[C:20]=2[CH:21]=1)=[O:25]. The yield is 0.310. (6) The reactants are [NH2:1][C:2]1[CH:3]=[C:4]([CH3:10])[C:5](=[O:9])[N:6]([CH3:8])[CH:7]=1.[Cl:11][C:12]1[CH:19]=[CH:18][C:15]([CH:16]=O)=[CH:14][CH:13]=1.[O:20]=[C:21]([CH2:27][C:28](=[O:30])[CH3:29])[C:22](OCC)=[O:23]. The catalyst is CC(O)=O. The product is [C:28]([C:27]1[CH:16]([C:15]2[CH:18]=[CH:19][C:12]([Cl:11])=[CH:13][CH:14]=2)[N:1]([C:2]2[CH:3]=[C:4]([CH3:10])[C:5](=[O:9])[N:6]([CH3:8])[CH:7]=2)[C:22](=[O:23])[C:21]=1[OH:20])(=[O:30])[CH3:29]. The yield is 0.520.